From a dataset of Catalyst prediction with 721,799 reactions and 888 catalyst types from USPTO. Predict which catalyst facilitates the given reaction. (1) Reactant: Cl.[Cl:2][C:3]1[CH:8]=[CH:7][C:6]([CH:9]2[N:13]([C:14]3[CH:19]=[CH:18][C:17]([Cl:20])=[CH:16][C:15]=3[Cl:21])[N:12]=[C:11]([CH2:22][NH2:23])[CH2:10]2)=[CH:5][CH:4]=1.C(N(C(C)C)CC)(C)C.[Cl:33][C:34]1[CH:39]=[CH:38][CH:37]=[C:36]([CH3:40])[C:35]=1[S:41](Cl)(=[O:43])=[O:42]. The catalyst class is: 4. Product: [Cl:33][C:34]1[CH:39]=[CH:38][CH:37]=[C:36]([CH3:40])[C:35]=1[S:41]([NH:23][CH2:22][C:11]1[CH2:10][CH:9]([C:6]2[CH:5]=[CH:4][C:3]([Cl:2])=[CH:8][CH:7]=2)[N:13]([C:14]2[CH:19]=[CH:18][C:17]([Cl:20])=[CH:16][C:15]=2[Cl:21])[N:12]=1)(=[O:42])=[O:43]. (2) Reactant: [N:1]([CH2:4][C:5]1([CH3:21])[CH2:20][CH2:19][CH2:18][C:7]2([O:11][C:10](=[O:12])[N:9]([CH2:13][C:14]([CH3:17])([CH3:16])[CH3:15])[CH2:8]2)[CH2:6]1)=[N+]=[N-].[BH4-].[Na+]. Product: [NH2:1][CH2:4][C:5]1([CH3:21])[CH2:20][CH2:19][CH2:18][C:7]2([O:11][C:10](=[O:12])[N:9]([CH2:13][C:14]([CH3:16])([CH3:17])[CH3:15])[CH2:8]2)[CH2:6]1. The catalyst class is: 652. (3) Reactant: [Cl:1][C:2]1[CH:7]=[CH:6][C:5]([O:8][C:9]2[C:14]([C:15]3[CH:20]=[CH:19][N:18]=[C:17]([NH:21][CH3:22])[CH:16]=3)=[CH:13][CH:12]=[CH:11][N:10]=2)=[CH:4][C:3]=1[NH:23][C:24](=[O:36])[C:25]1[CH:30]=[C:29]([C:31]([F:34])([F:33])[F:32])[CH:28]=[CH:27][C:26]=1F.[CH3:37][N:38]([CH3:44])[CH:39]1[CH2:43][CH2:42][NH:41][CH2:40]1. Product: [Cl:1][C:2]1[CH:7]=[CH:6][C:5]([O:8][C:9]2[C:14]([C:15]3[CH:20]=[CH:19][N:18]=[C:17]([NH:21][CH3:22])[CH:16]=3)=[CH:13][CH:12]=[CH:11][N:10]=2)=[CH:4][C:3]=1[NH:23][C:24](=[O:36])[C:25]1[CH:30]=[C:29]([C:31]([F:32])([F:33])[F:34])[CH:28]=[CH:27][C:26]=1[N:41]1[CH2:42][CH2:43][CH:39]([N:38]([CH3:44])[CH3:37])[CH2:40]1. The catalyst class is: 16. (4) Reactant: [F:1][C:2]1[CH:7]=[CH:6][C:5](/[CH:8]=[CH:9]/[C:10]2[CH:15]=[CH:14][C:13]([S:16]([C:19]3[N:24]=[C:23]([CH:25]=O)[CH:22]=[CH:21][CH:20]=3)(=[O:18])=[O:17])=[CH:12][CH:11]=2)=[CH:4][CH:3]=1.[NH:27]1[CH2:32][CH2:31][O:30][CH2:29][CH2:28]1.C(O)(=O)C.C([BH3-])#N.[Na+].[OH-].[Na+]. Product: [F:1][C:2]1[CH:7]=[CH:6][C:5](/[CH:8]=[CH:9]/[C:10]2[CH:15]=[CH:14][C:13]([S:16]([C:19]3[N:24]=[C:23]([CH2:25][N:27]4[CH2:32][CH2:31][O:30][CH2:29][CH2:28]4)[CH:22]=[CH:21][CH:20]=3)(=[O:17])=[O:18])=[CH:12][CH:11]=2)=[CH:4][CH:3]=1. The catalyst class is: 138. (5) Reactant: [C:1]([C@H:4]([N:9]([CH2:20][C:21]([OH:23])=O)[S:10]([C:13]1[CH:18]=[CH:17][C:16]([Cl:19])=[CH:15][CH:14]=1)(=[O:12])=[O:11])[CH2:5][CH:6]([CH3:8])[CH3:7])(=[O:3])[NH2:2].[CH:24]1([NH2:27])[CH2:26][CH2:25]1.ON1C2C=CC=CC=2N=N1.C1(N=C=NC2CCCCC2)CCCCC1. Product: [Cl:19][C:16]1[CH:17]=[CH:18][C:13]([S:10]([N:9]([C@H:4]([CH2:5][CH:6]([CH3:7])[CH3:8])[C:1]([NH2:2])=[O:3])[CH2:20][C:21](=[O:23])[NH:27][CH:24]2[CH2:26][CH2:25]2)(=[O:11])=[O:12])=[CH:14][CH:15]=1. The catalyst class is: 781. (6) Reactant: [CH:1]1([C:6]([O:8][CH3:9])=[O:7])[CH2:5][CH2:4][CH2:3][CH2:2]1.[Li+].CC([N-]C(C)C)C.Br.Br[CH2:20][CH2:21][N:22]([CH2:25][CH3:26])[CH2:23][CH3:24]. Product: [CH2:21]([N:22]([CH2:25][CH3:26])[CH2:23][CH2:24][C:1]1([C:6]([O:8][CH3:9])=[O:7])[CH2:5][CH2:4][CH2:3][CH2:2]1)[CH3:20]. The catalyst class is: 20.